This data is from Experimentally validated miRNA-target interactions with 360,000+ pairs, plus equal number of negative samples. The task is: Binary Classification. Given a miRNA mature sequence and a target amino acid sequence, predict their likelihood of interaction. (1) The miRNA is mmu-miR-3970 with sequence GAGGUUGUAGUUUGUGCUUU. The protein sequence of the target gene is MGTTAPGPICLLDLCDQKLLDFVCNVDNKDFMWLKEIEEEAERMFIREFSNEPELMPKTPSQKNRRKKRRVSNIQDENRDPVRKRLSRRKSRSSQVGTRHLRSKPVTIVEENGFPVLQRITRATAAAAAAAAAASVASASSSSTAGSPTVLTKKAVVEISTSERLSAELQLTKLKGSLPPSPVSQGTLTSEEELTPKKSEAGKLDSVTVNSLKATPQSPKNRGVGEGRSVSKLKIARASWGLQDSPGSTDSPWQERVLSPILLNNILPTTAKSPLGNIRSVRRSLISQDSQVPLASKYNL.... Result: 0 (no interaction). (2) The miRNA is hsa-miR-511-3p with sequence AAUGUGUAGCAAAAGACAGA. The protein sequence of the target gene is MMAPFASLASGILLLLSLIASSKACSCAPPHPQTAFCNSDLVIRAKFMGSPEINETTLYQRYKIKMTKMLKGFKAVGNAADIRYAYTPVMESLCGYAHKSQNRSEEFLITGRLRNGNLHISACSFLVPWRTLSPAQQRAFSKTYSAGCGVCTVFPCLSIPCKLESDTHCLWTDQVLVGSEDYQSRHFACLPRNPGLCTWRSLGAR. Result: 0 (no interaction). (3) The miRNA is mmu-miR-7020-3p with sequence AACCCCUCUCUUCUCUCCCAG. The protein sequence of the target gene is MELLRTITYQPAAGTKMCEQALGKACGGDSKKKRPQQPSEDGQPQAQVTPAAPHHHHHHSHSGPEISRIIVDPTTGKRYCRGKVLGKGGFAKCYEMTDLTNNKVYAAKIIPHSRVAKPHQREKIDKEIELHRLLHHKHVVQFYHYFEDKENIYILLEYCSRRSMAHILKARKVLTEPEVRYYLRQIVSGLKYLHEQEILHRDLKLGNFFINEAMELKVGDFGLAARLEPLEHRRRTICGTPNYLSPEVLNKQGHGCESDIWALGCVMYTMLLGRPPFETTNLKETYRCIREARYTMPSSL.... Result: 0 (no interaction). (4) The miRNA is hsa-miR-3917 with sequence GCUCGGACUGAGCAGGUGGG. The protein sequence of the target gene is MAMDSKKEIRLKRELGYFWGTNFLIINIIGAGIFVSPKGVLQHSSMNVGVSLCVWAVCAVLTLTSALCSAEIGITFPYSGAHYYFLKRCFGPLVAFLRLWTSLFLGPGLIASQALLLAEYGVQPFYPSCSAPILPRKCLALAMLWIVGILNSRGVKELSWLQTVSSVLKVGILGVISLSGLFLLVRGKKENVQRLQNAFDAEFPEVSQLIEAIFQGYFAFSGGGCFTCIAGELKKPSKTIPRCIFTGLPLVTVVYLLANISYLTVLTPQEMLSSDAVALTWTDRVIPQFTWTVPFAISAS.... Result: 0 (no interaction). (5) The miRNA is hsa-miR-578 with sequence CUUCUUGUGCUCUAGGAUUGU. The protein sequence of the target gene is MYAAVEHGPVLCSDSNILCLSWKGRVPKSEKEKPVCRRRYYEEGWLATGNGRGVVGVTFTSSHCRRDRSTPQRINFNLRGHNSEVVLVRWNEPYQKLATCDADGGIFVWIQYEGRWSVELVNDRGAQVSDFTWSHDGTQALISYRDGFVLVGSVSGQRHWSSEINLESQITCGIWTPDDQQVLFGTADGQVIVMDCHGRMLAHVLLHESDGVLGMSWNYPIFLVEDSSESDTDSDDYAPPQDGPAAYPIPVQNIKPLLTVSFTSGDISLMNNYDDLSPTVIRSGLKEVVAQWCTQGDLLA.... Result: 1 (interaction).